This data is from Reaction yield outcomes from USPTO patents with 853,638 reactions. The task is: Predict the reaction yield, written as a fraction of the theoretical maximum amount of product (1.0 means a 100% yield; for example, 0.34 means a 34% yield). The reactants are [CH:1]1([N:6]2[CH2:12][C:11]([CH3:14])([CH3:13])[C:10](=[O:15])[N:9]([CH3:16])[C:8]3[CH:17]=[N:18][C:19]([NH:21][C:22]4[CH:30]=[CH:29][C:25]([C:26](O)=[O:27])=[CH:24][C:23]=4[O:31][CH3:32])=[N:20][C:7]2=3)[CH2:5][CH2:4][CH2:3][CH2:2]1.CCN(C(C)C)C(C)C.CN(C([O:49]N1N=NC2C=CC=CC1=2)=[N+](C)C)C.[B-](F)(F)(F)F.C(N1C[CH2:76][CH2:75][N:74]([CH:78]2[CH2:83][CH2:82][CH:81]([NH2:84])[CH2:80][CH2:79]2)[CH2:73][CH2:72]1)C1C=CC=CC=1. The product is [CH:1]1([N:6]2[CH2:12][C:11]([CH3:13])([CH3:14])[C:10](=[O:15])[N:9]([CH3:16])[C:8]3[CH:17]=[N:18][C:19]([NH:21][C:22]4[CH:30]=[CH:29][C:25]([C:26]([NH:84][C@H:81]5[CH2:82][CH2:83][C@H:78]([N:74]6[CH2:75][CH2:76][O:49][CH2:72][CH2:73]6)[CH2:79][CH2:80]5)=[O:27])=[CH:24][C:23]=4[O:31][CH3:32])=[N:20][C:7]2=3)[CH2:5][CH2:4][CH2:3][CH2:2]1. The catalyst is CN(C=O)C. The yield is 0.110.